This data is from Reaction yield outcomes from USPTO patents with 853,638 reactions. The task is: Predict the reaction yield, written as a fraction of the theoretical maximum amount of product (1.0 means a 100% yield; for example, 0.34 means a 34% yield). (1) The reactants are I[C:2]1[CH:3]=[C:4]([C:20]([NH:22][CH2:23][C:24]2[CH:29]=[CH:28][C:27]([S:30]([CH3:33])(=[O:32])=[O:31])=[CH:26][CH:25]=2)=[O:21])[C:5](=[O:19])[N:6]([C:9]2[CH:14]=[CH:13][CH:12]=[C:11]([C:15]([F:18])([F:17])[F:16])[CH:10]=2)[C:7]=1[CH3:8].[CH:34]([O:36][CH2:37][CH2:38][CH2:39][CH3:40])=[CH2:35].C(N(CC)CC)C. The catalyst is C1C=CC(P(C2C=CC=CC=2)CCP(C2C=CC=CC=2)C2C=CC=CC=2)=CC=1.C1C=CC(P(C2C=CC=CC=2)CCP(C2C=CC=CC=2)C2C=CC=CC=2)=CC=1.[Pd].CN(C=O)C. The product is [CH2:37]([O:36][C:34]([C:2]1[CH:3]=[C:4]([C:20]([NH:22][CH2:23][C:24]2[CH:29]=[CH:28][C:27]([S:30]([CH3:33])(=[O:31])=[O:32])=[CH:26][CH:25]=2)=[O:21])[C:5](=[O:19])[N:6]([C:9]2[CH:14]=[CH:13][CH:12]=[C:11]([C:15]([F:17])([F:16])[F:18])[CH:10]=2)[C:7]=1[CH3:8])=[CH2:35])[CH2:38][CH2:39][CH3:40]. The yield is 0.280. (2) The product is [O:25]1[C:24]2[CH:23]=[CH:22][C:20]([NH:21][C:6]3[N:5]=[C:4]([NH:9][C:10]4[CH:15]=[CH:14][CH:13]=[CH:12][CH:11]=4)[N:3]=[C:2]([Cl:1])[N:7]=3)=[CH:19][C:18]=2[O:17][CH2:16]1. The reactants are [Cl:1][C:2]1[N:7]=[C:6](Cl)[N:5]=[C:4]([NH:9][C:10]2[CH:15]=[CH:14][CH:13]=[CH:12][CH:11]=2)[N:3]=1.[CH2:16]1[O:25][C:24]2[CH:23]=[CH:22][C:20]([NH2:21])=[CH:19][C:18]=2[O:17]1. The yield is 0.420. No catalyst specified. (3) The reactants are [Li+].[OH-].[CH2:3]([O:10][N:11]1[C:17](=[O:18])[N:16]2[CH2:19][C@H:12]1[CH2:13][CH2:14][C@H:15]2[C:20]([O:22]CC)=[O:21])[C:4]1[CH:9]=[CH:8][CH:7]=[CH:6][CH:5]=1. The catalyst is C1COCC1.O. The product is [CH2:3]([O:10][N:11]1[C:17](=[O:18])[N:16]2[CH2:19][C@H:12]1[CH2:13][CH2:14][C@H:15]2[C:20]([OH:22])=[O:21])[C:4]1[CH:9]=[CH:8][CH:7]=[CH:6][CH:5]=1. The yield is 0.777. (4) The reactants are N[C:2]1[CH:10]=[C:9]2[C:5]([C:6]([CH3:13])([CH3:12])[C:7](=[O:11])[NH:8]2)=[CH:4][CH:3]=1.N([O-])=O.[Na+].[I-:18].[K+].C(=O)([O-])[O-].[Na+].[Na+]. The catalyst is Cl. The product is [I:18][C:2]1[CH:10]=[C:9]2[C:5]([C:6]([CH3:13])([CH3:12])[C:7](=[O:11])[NH:8]2)=[CH:4][CH:3]=1. The yield is 0.460. (5) The reactants are [CH2:1]([O:3][P:4]([CH2:9][CH:10]([CH2:20][OH:21])[CH2:11][P:12](=[O:19])([O:16][CH2:17][CH3:18])[O:13][CH2:14][CH3:15])(=[O:8])[O:5][CH2:6][CH3:7])[CH3:2].[N:22]([CH2:25][CH2:26][O:27][C:28](=[O:32])[C:29]([CH3:31])=[CH2:30])=[C:23]=[O:24]. The catalyst is ClCCl.[Sn]. The product is [CH2:14]([O:13][P:12]([CH2:11][CH:10]([CH2:20][O:21][C:23](=[O:24])[NH:22][CH2:25][CH2:26][O:27][C:28](=[O:32])[C:29]([CH3:31])=[CH2:30])[CH2:9][P:4](=[O:8])([O:5][CH2:6][CH3:7])[O:3][CH2:1][CH3:2])(=[O:19])[O:16][CH2:17][CH3:18])[CH3:15]. The yield is 0.860. (6) The reactants are [Br:1][C:2]1[CH:13]=[CH:12][C:5]([O:6][CH2:7][CH2:8][CH2:9][CH2:10][NH2:11])=[CH:4][CH:3]=1.[C:14]([O:18][C:19](O[C:19]([O:18][C:14]([CH3:17])([CH3:16])[CH3:15])=[O:20])=[O:20])([CH3:17])([CH3:16])[CH3:15]. The catalyst is C1COCC1. The product is [Br:1][C:2]1[CH:13]=[CH:12][C:5]([O:6][CH2:7][CH2:8][CH2:9][CH2:10][NH:11][C:19](=[O:20])[O:18][C:14]([CH3:17])([CH3:16])[CH3:15])=[CH:4][CH:3]=1. The yield is 0.710. (7) The reactants are S(=O)(=O)(O)O.[Br:6][C:7]1[CH:15]=[C:14]([CH3:16])[CH:13]=[CH:12][C:8]=1[C:9]([OH:11])=[O:10].[CH3:17]O. No catalyst specified. The yield is 0.990. The product is [Br:6][C:7]1[CH:15]=[C:14]([CH3:16])[CH:13]=[CH:12][C:8]=1[C:9]([O:11][CH3:17])=[O:10]. (8) The reactants are C1C=CC2N(O)N=NC=2C=1.CCN(C(C)C)C(C)C.[C:20]1([C:33]2[CH:38]=[CH:37][CH:36]=[CH:35][CH:34]=2)[CH:25]=[CH:24][C:23]([NH:26][C:27](=[O:32])[CH2:28][C:29]([OH:31])=O)=[CH:22][CH:21]=1.CCN=C=NCCCN(C)C.Cl.Cl.[F:52][C:53]([F:70])([F:69])[C:54]1[CH:59]=[CH:58][C:57]([F:60])=[CH:56][C:55]=1[C:61]([N:63]1[CH2:68][CH2:67][NH:66][CH2:65][CH2:64]1)=[O:62]. The catalyst is CN(C=O)C.O. The product is [C:20]1([C:33]2[CH:38]=[CH:37][CH:36]=[CH:35][CH:34]=2)[CH:21]=[CH:22][C:23]([NH:26][C:27](=[O:32])[CH2:28][C:29]([N:66]2[CH2:67][CH2:68][N:63]([C:61](=[O:62])[C:55]3[CH:56]=[C:57]([F:60])[CH:58]=[CH:59][C:54]=3[C:53]([F:70])([F:69])[F:52])[CH2:64][CH2:65]2)=[O:31])=[CH:24][CH:25]=1. The yield is 0.380. (9) The reactants are F[C:2]1[CH:9]=[N:8][CH:7]=[CH:6][C:3]=1[C:4]#[N:5].O.[NH2:11][NH2:12]. The catalyst is C(O)C. The product is [NH:11]1[C:6]2=[CH:7][N:8]=[CH:9][CH:2]=[C:3]2[C:4]([NH2:5])=[N:12]1. The yield is 1.00.